This data is from Forward reaction prediction with 1.9M reactions from USPTO patents (1976-2016). The task is: Predict the product of the given reaction. (1) Given the reactants [SH:1][C:2]1[NH:3][C:4]2[CH:10]=[C:9]([O:11][CH3:12])[CH:8]=[CH:7][C:5]=2[N:6]=1.Cl.Cl[CH2:15][C:16]1[CH:22]=[CH:21][CH:20]=[C:19]([CH3:23])[C:17]=1[NH2:18], predict the reaction product. The product is: [CH3:12][O:11][C:9]1[CH:8]=[CH:7][C:5]2[NH:6][C:2]([S:1][CH2:15][C:16]3[CH:22]=[CH:21][CH:20]=[C:19]([CH3:23])[C:17]=3[NH2:18])=[N:3][C:4]=2[CH:10]=1. (2) Given the reactants [O:1]=[C:2]1[CH2:6][S:5][C:4](=[S:7])[N:3]1[CH:8]1[CH2:13][CH2:12][CH2:11][CH:10]([C:14]([OH:16])=[O:15])[CH2:9]1.[Cl:17][C:18]1[CH:23]=[CH:22][CH:21]=[CH:20][C:19]=1[C:24]1[O:28][C:27]([CH:29]=O)=[CH:26][CH:25]=1.C(O)(=O)C.C(O)(=O)C.C(N)CN.C(OCC)(=O)C, predict the reaction product. The product is: [Cl:17][C:18]1[CH:23]=[CH:22][CH:21]=[CH:20][C:19]=1[C:24]1[O:28][C:27]([CH:29]=[C:6]2[S:5][C:4](=[S:7])[N:3]([CH:8]3[CH2:13][CH2:12][CH2:11][CH:10]([C:14]([OH:16])=[O:15])[CH2:9]3)[C:2]2=[O:1])=[CH:26][CH:25]=1. (3) Given the reactants [Al+3].[Cl-].[Cl-].[Cl-].[Cl:5][CH2:6][C:7](Cl)=[O:8].[NH:10]1[C:19]2[C:14](=[CH:15][CH:16]=[CH:17][CH:18]=2)[CH2:13][CH2:12][C:11]1=[O:20], predict the reaction product. The product is: [Cl:5][CH2:6][C:7]([C:16]1[CH:15]=[C:14]2[C:19](=[CH:18][CH:17]=1)[NH:10][C:11](=[O:20])[CH2:12][CH2:13]2)=[O:8]. (4) The product is: [CH2:10]([O:12][C:13](=[O:16])[CH2:14][O:9][C:5]1[CH:6]=[CH:7][CH:8]=[C:3]([O:2][CH3:1])[CH:4]=1)[CH3:11]. Given the reactants [CH3:1][O:2][C:3]1[CH:4]=[C:5]([OH:9])[CH:6]=[CH:7][CH:8]=1.[CH2:10]([O:12][C:13](=[O:16])[CH2:14]Cl)[CH3:11].C([O-])([O-])=O.[K+].[K+], predict the reaction product. (5) Given the reactants C[O:2][C:3](=[O:41])[CH2:4][CH2:5][C:6]1[C:11]([CH2:12][CH2:13][CH2:14][CH2:15][CH2:16][CH2:17][O:18][C:19]2[CH:24]=[C:23]([OH:25])[C:22]([C:26](=[O:28])[CH3:27])=[CH:21][C:20]=2[CH2:29][CH3:30])=[CH:10][CH:9]=[CH:8][C:7]=1[O:31][CH2:32][CH2:33][CH2:34][CH2:35][CH2:36][C:37]([O:39]C)=[O:38].O.[OH-].[Li+], predict the reaction product. The product is: [C:37]([CH2:36][CH2:35][CH2:34][CH2:33][CH2:32][O:31][C:7]1[CH:8]=[CH:9][CH:10]=[C:11]([CH2:12][CH2:13][CH2:14][CH2:15][CH2:16][CH2:17][O:18][C:19]2[CH:24]=[C:23]([OH:25])[C:22]([C:26](=[O:28])[CH3:27])=[CH:21][C:20]=2[CH2:29][CH3:30])[C:6]=1[CH2:5][CH2:4][C:3]([OH:41])=[O:2])([OH:39])=[O:38]. (6) Given the reactants Cl[C:2]1[C:3]2[S:18][C:17]([NH2:19])=[N:16][C:4]=2[N:5]=[C:6]([S:8][CH2:9][C:10]2[CH:15]=[CH:14][CH:13]=[CH:12][CH:11]=2)[N:7]=1.[NH2:20][C@@H:21]([CH2:23][OH:24])[CH3:22].C(N(C(C)C)CC)(C)C.O, predict the reaction product. The product is: [NH2:19][C:17]1[S:18][C:3]2[C:2]([NH:20][C@H:21]([CH3:22])[CH2:23][OH:24])=[N:7][C:6]([S:8][CH2:9][C:10]3[CH:15]=[CH:14][CH:13]=[CH:12][CH:11]=3)=[N:5][C:4]=2[N:16]=1. (7) Given the reactants [NH2:1][CH2:2][C:3]1[CH:8]=[CH:7][C:6]([NH:9][C:10]2[CH:15]=[CH:14][C:13]([O:16][CH:17]([CH3:19])[CH3:18])=[CH:12][C:11]=2[C:20]([F:23])([F:22])[F:21])=[CH:5][CH:4]=1.[N:24]1[CH:29]=[C:28]([C:30]([NH:32][C:33]2([C:36](O)=[O:37])[CH2:35][CH2:34]2)=[O:31])[CH:27]=[N:26][CH:25]=1, predict the reaction product. The product is: [CH:17]([O:16][C:13]1[CH:14]=[CH:15][C:10]([NH:9][C:6]2[CH:5]=[CH:4][C:3]([CH2:2][NH:1][C:36]([C:33]3([NH:32][C:30]([C:28]4[CH:27]=[N:26][CH:25]=[N:24][CH:29]=4)=[O:31])[CH2:35][CH2:34]3)=[O:37])=[CH:8][CH:7]=2)=[C:11]([C:20]([F:21])([F:22])[F:23])[CH:12]=1)([CH3:19])[CH3:18].